Dataset: Full USPTO retrosynthesis dataset with 1.9M reactions from patents (1976-2016). Task: Predict the reactants needed to synthesize the given product. (1) Given the product [F:20][C:21]1[C:22]([CH3:28])=[C:23]([NH:27][C:17]([C:8]2[C:9](=[O:16])[O:10][C:11]3[C:6]([CH:7]=2)=[CH:5][CH:4]=[C:3]([O:2][CH3:1])[C:12]=3[CH2:13][CH2:14][CH3:15])=[O:19])[CH:24]=[CH:25][CH:26]=1, predict the reactants needed to synthesize it. The reactants are: [CH3:1][O:2][C:3]1[C:12]([CH2:13][CH2:14][CH3:15])=[C:11]2[C:6]([CH:7]=[C:8]([C:17]([OH:19])=O)[C:9](=[O:16])[O:10]2)=[CH:5][CH:4]=1.[F:20][C:21]1[C:22]([CH3:28])=[C:23]([NH2:27])[CH:24]=[CH:25][CH:26]=1.CN(C(ON1N=NC2C=CC=NC1=2)=[N+](C)C)C.F[P-](F)(F)(F)(F)F.C(N(C(C)C)CC)(C)C. (2) Given the product [Cl:36][CH2:8][C:6]1[CH:7]=[C:2]([F:1])[CH:3]=[CH:4][C:5]=1[C:10]1[CH:11]=[N:12][C:13]2[N:14]([CH:16]=[C:17]([CH2:19][O:20][C:21]3[CH:26]=[CH:25][C:24]([F:27])=[CH:23][CH:22]=3)[N:18]=2)[CH:15]=1, predict the reactants needed to synthesize it. The reactants are: [F:1][C:2]1[CH:3]=[CH:4][C:5]([C:10]2[CH:11]=[N:12][C:13]3[N:14]([CH:16]=[C:17]([CH2:19][O:20][C:21]4[CH:26]=[CH:25][C:24]([F:27])=[CH:23][CH:22]=4)[N:18]=3)[CH:15]=2)=[C:6]([CH2:8]O)[CH:7]=1.CN(C)C.CS([Cl:36])(=O)=O.C(OCC)(=O)C. (3) Given the product [C:1]([N:4]1[C:12]2[C:7](=[CH:8][CH:9]=[CH:10][CH:11]=2)[C:6](=[C:20]([OH:21])[C:15]2[CH:16]=[N:17][CH:18]=[CH:19][N:14]=2)[C:5]1=[O:13])(=[O:3])[CH3:2], predict the reactants needed to synthesize it. The reactants are: [C:1]([N:4]1[C:12]2[C:7](=[CH:8][CH:9]=[CH:10][CH:11]=2)[CH2:6][C:5]1=[O:13])(=[O:3])[CH3:2].[N:14]1[CH:19]=[CH:18][N:17]=[CH:16][C:15]=1[C:20](O)=[O:21].CN(C(ON1N=NC2C=CC=CC1=2)=[N+](C)C)C.[B-](F)(F)(F)F.C(N(C(C)C)C(C)C)C.Cl. (4) The reactants are: C(OC([N:8]1[CH2:12][CH2:11][CH:10]([O:13][C:14](=[O:16])[CH3:15])[CH:9]1[CH2:17][C:18]1[C:26]2[C:21](=[CH:22][C:23]([F:27])=[CH:24][CH:25]=2)[NH:20][C:19]=1[Cl:28])=O)(C)(C)C.C(O)(C(F)(F)F)=O. Given the product [Cl:28][C:19]1[NH:20][C:21]2[C:26]([C:18]=1[CH2:17][CH:9]1[CH:10]([O:13][C:14](=[O:16])[CH3:15])[CH2:11][CH2:12][NH:8]1)=[CH:25][CH:24]=[C:23]([F:27])[CH:22]=2, predict the reactants needed to synthesize it. (5) Given the product [CH3:11][C:5]1[CH:4]=[C:3]([O:12][CH2:13][CH:14]2[CH2:16][CH:15]2[CH2:17][CH2:18][CH3:19])[C:2]([CH3:1])=[CH:7][C:6]=1[NH2:8], predict the reactants needed to synthesize it. The reactants are: [CH3:1][C:2]1[CH:7]=[C:6]([N+:8]([O-])=O)[C:5]([CH3:11])=[CH:4][C:3]=1[O:12][CH2:13][CH:14]1[CH2:16][CH:15]1[CH2:17][CH2:18][CH3:19].C(O)(=O)C. (6) Given the product [Cl:1][C:2]1[CH:10]=[CH:9][CH:8]=[C:7]2[C:3]=1[C:4]([C:19]([C:16]1[CH:17]=[CH:18][C:13]([O:12][CH3:11])=[CH:14][CH:15]=1)([CH3:21])[CH3:20])=[CH:5][NH:6]2, predict the reactants needed to synthesize it. The reactants are: [Cl:1][C:2]1[CH:10]=[CH:9][CH:8]=[C:7]2[C:3]=1[CH:4]=[CH:5][NH:6]2.[CH3:11][O:12][C:13]1[CH:18]=[CH:17][C:16]([C:19](O)([CH3:21])[CH3:20])=[CH:15][CH:14]=1.FC(F)(F)C(O)=O.C(=O)([O-])O.[Na+].